This data is from Forward reaction prediction with 1.9M reactions from USPTO patents (1976-2016). The task is: Predict the product of the given reaction. Given the reactants Br[CH2:2][C:3]1[CH:8]=[CH:7][C:6]([C:9]2[CH:13]=[C:12]([C:14]([NH2:16])=[O:15])[O:11][N:10]=2)=[CH:5][CH:4]=1.[OH:17][C:18]1[CH:23]=[CH:22][CH:21]=[CH:20][C:19]=1[C:24]([F:27])([F:26])[F:25].C([O-])([O-])=O.[K+].[K+], predict the reaction product. The product is: [F:25][C:24]([F:26])([F:27])[C:19]1[CH:20]=[CH:21][CH:22]=[CH:23][C:18]=1[O:17][CH2:2][C:3]1[CH:8]=[CH:7][C:6]([C:9]2[CH:13]=[C:12]([C:14]([NH2:16])=[O:15])[O:11][N:10]=2)=[CH:5][CH:4]=1.